Dataset: Antibody paratope prediction from SAbDab with 1,023 antibody chains. Task: Token-level Classification. Given an antibody amino acid sequence, predict which amino acid positions are active in antigen binding. Output is a list of indices for active paratope positions. The paratope positions are: [52, 83, 84, 85]. Given the antibody sequence: EVQLQQSGAELVKPGASVKLSCTASGFNIKDYYIHWVQQRTEQGLEWIGRIDPEDGETKYAPKFQDKATITADTSSNTAYLHLSSLTSEDTAVYYCARWGAYWGQGTLVTVSA, which amino acid positions are active in antigen binding (paratope)?